This data is from Forward reaction prediction with 1.9M reactions from USPTO patents (1976-2016). The task is: Predict the product of the given reaction. (1) The product is: [Br:24][C:25]1[CH:26]=[C:27]([C:31]2([C:38]3[CH:39]=[CH:40][C:41]([O:44][CH3:45])=[CH:42][CH:43]=3)[C:35]3=[N:21][CH2:20][CH:19]([S:16]([CH3:15])(=[O:18])=[O:17])[CH2:22][N:23]3[C:33](=[S:34])[NH:32]2)[CH:28]=[CH:29][CH:30]=1. Given the reactants FC(F)(F)C(O)=O.FC(F)(F)C(O)=O.[CH3:15][S:16]([CH:19]([CH2:22][NH2:23])[CH2:20][NH2:21])(=[O:18])=[O:17].[Br:24][C:25]1[CH:26]=[C:27]([C:31]2([C:38]3[CH:43]=[CH:42][C:41]([O:44][CH3:45])=[CH:40][CH:39]=3)[C:35](=S)[S:34][C:33](=S)[NH:32]2)[CH:28]=[CH:29][CH:30]=1.C(N(CC)CC)C, predict the reaction product. (2) Given the reactants Br[C:2]1[CH:3]=[CH:4][C:5]([C:8]#[N:9])=[N:6][CH:7]=1.C[S:11]([CH3:13])=[O:12].[OH2:14], predict the reaction product. The product is: [CH3:13][S:11]([C:2]1[CH:3]=[CH:4][C:5]([C:8]#[N:9])=[N:6][CH:7]=1)(=[O:14])=[O:12]. (3) Given the reactants Cl[C:2]1[C:7]2[C:8]3[CH:14]=[CH:13][C:12]([C:15]([F:18])([F:17])[F:16])=[CH:11][C:9]=3[S:10][C:6]=2[C:5]([C:19]#[N:20])=[CH:4][N:3]=1.[CH3:21][O:22][C:23]1[CH:30]=[CH:29][C:26]([CH2:27][NH2:28])=[CH:25][CH:24]=1.C([O-])([O-])=O.[K+].[K+].Cl.OP([O-])([O-])=O.[K+].[K+], predict the reaction product. The product is: [CH3:21][O:22][C:23]1[CH:30]=[CH:29][C:26]([CH2:27][NH:28][C:2]2[C:7]3[C:8]4[CH:14]=[CH:13][C:12]([C:15]([F:17])([F:18])[F:16])=[CH:11][C:9]=4[S:10][C:6]=3[C:5]([C:19]#[N:20])=[CH:4][N:3]=2)=[CH:25][CH:24]=1. (4) Given the reactants [NH2:1][C:2]1[CH:3]=[CH:4][C:5]([CH:8]2[CH2:13][C:12]([CH3:15])([CH3:14])[O:11][C:10]([CH3:23])([C:16]([O:18][CH2:19][CH2:20][CH2:21][CH3:22])=[O:17])[CH2:9]2)=[N:6][CH:7]=1.BrBr.C1C(=O)N([Br:33])C(=O)C1.BrCl, predict the reaction product. The product is: [NH2:1][C:2]1[CH:3]=[CH:4][C:5]([CH:8]2[CH2:13][C:12]([CH3:14])([CH3:15])[O:11][C:10]([CH3:23])([C:16]([O:18][CH2:19][CH2:20][CH2:21][CH3:22])=[O:17])[CH2:9]2)=[N:6][C:7]=1[Br:33]. (5) Given the reactants [CH2:1]([N:8]=[C:9]([C:11]1[CH:16]=[CH:15][CH:14]=[CH:13][CH:12]=1)[CH3:10])[C:2]1[CH:7]=[CH:6][CH:5]=[CH:4][CH:3]=1.C(O[K])(C)(C)C, predict the reaction product. The product is: [CH2:1]([NH:8][CH:9]([C:11]1[CH:16]=[CH:15][CH:14]=[CH:13][CH:12]=1)[CH3:10])[C:2]1[CH:7]=[CH:6][CH:5]=[CH:4][CH:3]=1. (6) Given the reactants [N+:1]([C:4]1[CH:10]=[CH:9][C:7]([NH2:8])=[CH:6][CH:5]=1)([O-:3])=[O:2].C(N(CC)CC)C.[Cl-].ClC1N(C)CC[NH+]1C.[CH3:27][O:28][C:29]1[C:30](=[O:53])[C:31]([CH3:52])=[C:32]([CH2:38][C:39]2[CH:40]=[CH:41][C:42]([O:48]C(=O)C)=[C:43]([CH:47]=2)[C:44](O)=[O:45])[C:33](=[O:37])[C:34]=1[O:35][CH3:36], predict the reaction product. The product is: [CH3:27][O:28][C:29]1[C:30](=[O:53])[C:31]([CH3:52])=[C:32]([CH2:38][C:39]2[CH:40]=[CH:41][C:42]([OH:48])=[C:43]([CH:47]=2)[C:44]([NH:8][C:7]2[CH:9]=[CH:10][C:4]([N+:1]([O-:3])=[O:2])=[CH:5][CH:6]=2)=[O:45])[C:33](=[O:37])[C:34]=1[O:35][CH3:36].